Dataset: Reaction yield outcomes from USPTO patents with 853,638 reactions. Task: Predict the reaction yield, written as a fraction of the theoretical maximum amount of product (1.0 means a 100% yield; for example, 0.34 means a 34% yield). (1) The reactants are [NH:1]([C:8]1[N:9]([C:21]2[CH:26]=[CH:25][CH:24]=[CH:23][CH:22]=2)[C:10]2[C:15]([C:16](=[O:18])[CH:17]=1)=[C:14](Cl)[N:13]=[C:12]([CH3:20])[CH:11]=2)[C:2]1[CH:7]=[CH:6][CH:5]=[CH:4][CH:3]=1.[SH:27][CH2:28][C:29]([O:31][CH2:32][CH3:33])=[O:30]. The catalyst is CCO. The product is [CH2:32]([O:31][C:29](=[O:30])[CH2:28][S:27][C:14]1[N:13]=[C:12]([CH3:20])[CH:11]=[C:10]2[C:15]=1[C:16](=[O:18])[CH:17]=[C:8]([NH:9][C:21]1[CH:26]=[CH:25][CH:24]=[CH:23][CH:22]=1)[N:1]2[C:2]1[CH:3]=[CH:4][CH:5]=[CH:6][CH:7]=1)[CH3:33]. The yield is 0.490. (2) The yield is 0.500. The product is [CH3:1][C:2]1[CH:6]=[C:5]([CH3:7])[N:4]([C:8]2[N:13]=[C:12]([NH:14][C:15](=[O:17])[CH3:16])[CH:11]=[C:10]([C:18]3[CH:23]=[C:22]([O:24][CH2:46][CH2:47][N:48]4[CH2:53][CH2:52][O:51][CH2:50][CH2:49]4)[CH:21]=[C:20]([F:25])[CH:19]=3)[N:9]=2)[N:3]=1. The reactants are [CH3:1][C:2]1[CH:6]=[C:5]([CH3:7])[N:4]([C:8]2[N:13]=[C:12]([NH:14][C:15](=[O:17])[CH3:16])[CH:11]=[C:10]([C:18]3[CH:23]=[C:22]([OH:24])[CH:21]=[C:20]([F:25])[CH:19]=3)[N:9]=2)[N:3]=1.C1(P(C2C=CC=CC=2)C2C=CC=CC=2)C=CC=CC=1.O[CH2:46][CH2:47][N:48]1[CH2:53][CH2:52][O:51][CH2:50][CH2:49]1.N(C(OCC)=O)=NC(OCC)=O.C([O-])(O)=O.[Na+]. The catalyst is O1CCCC1.O. (3) The reactants are Cl[C:2]1[CH:7]=[C:6]([CH:8]2[CH2:12][CH2:11][CH2:10][CH2:9]2)[N:5]=[C:4]([NH2:13])[N:3]=1.[CH3:14][C:15]1([NH:20]C(=O)C)[CH2:19][CH2:18][NH:17][CH2:16]1.CCN(C(C)C)C(C)C. The catalyst is CCO. The product is [NH3:3].[NH2:20][C:15]1([CH3:14])[CH2:19][CH2:18][N:17]([C:2]2[CH:7]=[C:6]([CH:8]3[CH2:12][CH2:11][CH2:10][CH2:9]3)[N:5]=[C:4]([NH2:13])[N:3]=2)[CH2:16]1. The yield is 0.0100. (4) The reactants are F[P-](F)(F)(F)(F)F.N1(O[P+](N2CCCC2)(N2CCCC2)N2CCCC2)C2C=CC=CC=2N=N1.[CH3:34][C:35]1[C:39]([C:40]2[CH:49]=[C:48]3[C:43]([C:44]([NH:53][C:54]4[CH:59]=[CH:58][CH:57]=[C:56]([C:60]([O:62][CH2:63][CH3:64])=[O:61])[CH:55]=4)=[C:45]([C:50]([OH:52])=O)[CH:46]=[N:47]3)=[CH:42][CH:41]=2)=[C:38]([CH3:65])[O:37][N:36]=1.[CH3:66][O:67][C:68]1[CH:75]=[CH:74][C:71]([CH2:72][NH2:73])=[CH:70][CH:69]=1.C(N(CC)CC)C.Cl. The catalyst is ClCCl. The product is [CH3:34][C:35]1[C:39]([C:40]2[CH:49]=[C:48]3[C:43]([C:44]([NH:53][C:54]4[CH:55]=[C:56]([CH:57]=[CH:58][CH:59]=4)[C:60]([O:62][CH2:63][CH3:64])=[O:61])=[C:45]([C:50]([NH:73][CH2:72][C:71]4[CH:74]=[CH:75][C:68]([O:67][CH3:66])=[CH:69][CH:70]=4)=[O:52])[CH:46]=[N:47]3)=[CH:42][CH:41]=2)=[C:38]([CH3:65])[O:37][N:36]=1. The yield is 0.890. (5) The reactants are [F:1][C:2]1[CH:3]=[N:4][C:5]([N:8]2[CH2:16][C@@H:15]3[C@@:10]([C:18]4[S:19][CH:20]=[CH:21][CH:22]=4)([N:11]=[C:12]([NH2:17])[S:13][CH2:14]3)[CH2:9]2)=[N:6][CH:7]=1.COC(C)(C)C.[ClH:29]. The catalyst is C(OCC)(=O)C. The product is [ClH:29].[F:1][C:2]1[CH:7]=[N:6][C:5]([N:8]2[CH2:16][C@@H:15]3[C@@:10]([C:18]4[S:19][CH:20]=[CH:21][CH:22]=4)([N:11]=[C:12]([NH2:17])[S:13][CH2:14]3)[CH2:9]2)=[N:4][CH:3]=1. The yield is 0.970.